From a dataset of Full USPTO retrosynthesis dataset with 1.9M reactions from patents (1976-2016). Predict the reactants needed to synthesize the given product. (1) Given the product [N:26]([CH:4]1[C:5]2[C:6](=[N:7][CH:8]=[CH:9][CH:10]=2)[O:1][CH2:2][CH2:3]1)=[N+:27]=[N-:28], predict the reactants needed to synthesize it. The reactants are: [O:1]1[C:6]2=[N:7][CH:8]=[CH:9][CH:10]=[C:5]2[CH:4](O)[CH2:3][CH2:2]1.C1C=CC(P([N:26]=[N+:27]=[N-:28])(C2C=CC=CC=2)=O)=CC=1.C1CCN2C(=NCCC2)CC1. (2) Given the product [CH3:1][N:2]([CH2:18][C:19]1[CH:20]=[C:21]([CH:22]=[CH:23][CH:24]=1)[C:25]([NH:26][C:27]1[CH:32]=[CH:31][C:30]([N:33]2[CH2:34][CH2:35][CH2:36][CH2:37][CH2:38]2)=[CH:29][C:28]=1[C:39]1[CH:44]=[C:43]([CH:42]=[CH:41][N:40]=1)[C:45]([NH:46][CH2:47][C:48]1[CH:53]=[CH:52][CH:51]=[C:50]([C:54]([F:55])([F:57])[F:56])[CH:49]=1)=[O:58])=[O:59])[CH2:3][CH2:4][N:5]1[CH2:6][CH2:7][N:8]([CH3:11])[CH2:9][CH2:10]1, predict the reactants needed to synthesize it. The reactants are: [CH3:1][N:2]([CH2:18][C:19]1[CH:24]=[CH:23][CH:22]=[C:21]([C:25](=[O:59])[NH:26][C:27]2[CH:32]=[CH:31][C:30]([N:33]3[CH2:38][CH2:37][CH2:36][CH2:35][CH2:34]3)=[CH:29][C:28]=2[C:39]2[CH:44]=[C:43]([C:45](=[O:58])[NH:46][CH2:47][C:48]3[CH:53]=[CH:52][CH:51]=[C:50]([C:54]([F:57])([F:56])[F:55])[CH:49]=3)[CH:42]=[CH:41][N:40]=2)[CH:20]=1)[CH2:3][CH2:4][N:5]1[CH2:10][CH2:9][N:8]([C:11](OC(C)(C)C)=O)[CH2:7][CH2:6]1.ClCCl.C(O)(C(F)(F)F)=O.FC(F)(F)C1C=C(C=CC=1)CNC(=O)C1C=CN=C(C2C=C(N3CCCCC3)C=CC=2NC(=O)C2C=CC=C(CN(C)CCN3CCNCC3)C=2)C=1.C([BH3-])#N.[Na+].